From a dataset of Reaction yield outcomes from USPTO patents with 853,638 reactions. Predict the reaction yield, written as a fraction of the theoretical maximum amount of product (1.0 means a 100% yield; for example, 0.34 means a 34% yield). (1) The reactants are [Br:1][C:2]1[CH:18]=[CH:17][C:5]2[C:6]3[N:10]([CH2:11][CH2:12][O:13][C:4]=2[CH:3]=1)[CH:9]=[C:8]([C:14](O)=[O:15])[N:7]=3.CC[N:21]=C=NCCCN(C)C.C1C=CC2N(O)N=NC=2C=1.[Cl-].[NH4+].C(N(CC)CC)C. The catalyst is CN(C=O)C. The product is [Br:1][C:2]1[CH:18]=[CH:17][C:5]2[C:6]3[N:10]([CH2:11][CH2:12][O:13][C:4]=2[CH:3]=1)[CH:9]=[C:8]([C:14]([NH2:21])=[O:15])[N:7]=3. The yield is 0.930. (2) The reactants are C([Li])CCC.C[Si](C)(C)[N-][Si](C)(C)C.C1(P(C2CCCCC2)C2C=CC=CC=2C2C=CC=CC=2N(C)C)CCCCC1.[C:43]([O:47][C:48](=[O:50])[CH3:49])([CH3:46])([CH3:45])[CH3:44].[Cl:51][C:52]1[C:61](OS(C(F)(F)F)(=O)=O)=[C:60]2[C:55]([CH:56]=[CH:57][C:58]([CH3:70])=[N:59]2)=[CH:54][CH:53]=1. The catalyst is C1(C)C=CC=CC=1.C1C=CC(/C=C/C(/C=C/C2C=CC=CC=2)=O)=CC=1.C1C=CC(/C=C/C(/C=C/C2C=CC=CC=2)=O)=CC=1.C1C=CC(/C=C/C(/C=C/C2C=CC=CC=2)=O)=CC=1.[Pd].[Pd]. The product is [C:43]([O:47][C:48](=[O:50])[CH2:49][C:61]1[C:52]([Cl:51])=[CH:53][CH:54]=[C:55]2[C:60]=1[N:59]=[C:58]([CH3:70])[CH:57]=[CH:56]2)([CH3:46])([CH3:45])[CH3:44]. The yield is 0.400. (3) The reactants are [OH:1][C:2]1([C:5]([OH:7])=O)[CH2:4][CH2:3]1.CN(C(ON1N=NC2C=CC=CC1=2)=[N+](C)C)C.F[P-](F)(F)(F)(F)F.CCN(C(C)C)C(C)C.Cl.[N:42]1([C:48]([C:50]2[CH:55]=[CH:54][C:53]([C:56]3[CH:70]=[CH:69][C:59]4[C:60]([NH:63][C:64]([CH:66]5[CH2:68][CH2:67]5)=[O:65])=[N:61][O:62][C:58]=4[CH:57]=3)=[CH:52][CH:51]=2)=[O:49])[CH2:47][CH2:46][NH:45][CH2:44][CH2:43]1. The catalyst is CN(C)C=O.C(Cl)Cl. The product is [OH:1][C:2]1([C:5]([N:45]2[CH2:44][CH2:43][N:42]([C:48]([C:50]3[CH:55]=[CH:54][C:53]([C:56]4[CH:70]=[CH:69][C:59]5[C:60]([NH:63][C:64]([CH:66]6[CH2:68][CH2:67]6)=[O:65])=[N:61][O:62][C:58]=5[CH:57]=4)=[CH:52][CH:51]=3)=[O:49])[CH2:47][CH2:46]2)=[O:7])[CH2:4][CH2:3]1. The yield is 0.240. (4) The reactants are [N:1]12[CH2:8][CH2:7][C:4]([C:9]([C:17]3[CH:22]=[CH:21][CH:20]=[CH:19][CH:18]=3)([C:11]3[CH:16]=[CH:15][CH:14]=[CH:13][CH:12]=3)[OH:10])([CH2:5][CH2:6]1)[CH2:3][CH2:2]2.[N+:23]([C:26]1[CH:27]=[C:28]([O:32][CH2:33][CH2:34][CH2:35][Br:36])[CH:29]=[CH:30][CH:31]=1)([O-:25])=[O:24]. The catalyst is CC#N. The product is [Br-:36].[OH:10][C:9]([C:17]1[CH:22]=[CH:21][CH:20]=[CH:19][CH:18]=1)([C:11]1[CH:12]=[CH:13][CH:14]=[CH:15][CH:16]=1)[C:4]12[CH2:5][CH2:6][N+:1]([CH2:35][CH2:34][CH2:33][O:32][C:28]3[CH:29]=[CH:30][CH:31]=[C:26]([N+:23]([O-:25])=[O:24])[CH:27]=3)([CH2:2][CH2:3]1)[CH2:8][CH2:7]2. The yield is 0.822. (5) The reactants are [N-:1]=[N+:2]=[N-:3].[Na+].Br[CH2:6][CH2:7][CH2:8][CH2:9][C:10]([O:12][CH3:13])=[O:11].O. The catalyst is CS(C)=O. The product is [CH3:13][O:12][C:10](=[O:11])[CH2:9][CH2:8][CH2:7][CH2:6][N:1]=[N+:2]=[N-:3]. The yield is 1.00. (6) The reactants are [Cl:1][C:2]1[N:7]=[C:6]([C:8]([OH:10])=O)[CH:5]=[CH:4][CH:3]=1.CCN=C=NCCCN(C)C.Cl.[CH2:23]([NH2:27])[CH2:24][CH2:25][CH3:26]. The catalyst is C(Cl)Cl. The product is [CH2:23]([NH:27][C:8]([C:6]1[CH:5]=[CH:4][CH:3]=[C:2]([Cl:1])[N:7]=1)=[O:10])[CH2:24][CH2:25][CH3:26]. The yield is 0.480. (7) The reactants are Br[CH2:2][C:3]([CH2:26][CH3:27])=[CH:4][CH2:5][C:6]1[C:14]([O:15]CC[Si](C)(C)C)=[C:13]2[C:9]([CH2:10][O:11][C:12]2=[O:22])=[C:8]([CH3:23])[C:7]=1[O:24][CH3:25].C[O:29][P:30]([O:33]C)[O:31]C.C[Si](Br)(C)C.N1C(C)=CC=CC=1C. No catalyst specified. The product is [CH2:26]([C:3](=[CH:4][CH2:5][C:6]1[C:14]([OH:15])=[C:13]2[C:9](=[C:8]([CH3:23])[C:7]=1[O:24][CH3:25])[CH2:10][O:11][C:12]2=[O:22])[CH2:2][P:30](=[O:29])([OH:33])[OH:31])[CH3:27]. The yield is 0.580. (8) The reactants are C(Cl)(Cl)Cl.[C:5]([O-])([O-])=[O:6].[K+].[K+].[Cl:11][C:12]1[C:17]([C:18]([F:21])([F:20])[F:19])=[CH:16][CH:15]=[CH:14][C:13]=1[OH:22].Cl. The catalyst is O. The product is [Cl:11][C:12]1[C:17]([C:18]([F:20])([F:21])[F:19])=[C:16]([CH:15]=[CH:14][C:13]=1[OH:22])[CH:5]=[O:6]. The yield is 0.100. (9) The reactants are C1(C(C2C=CC=CC=2)(CC=C)CN)C=CC=CC=1.C1(C=O)CCCCC1.[CH2:27]([NH:34][CH2:35][C:36]([C:46]1[CH:51]=[CH:50][CH:49]=[CH:48][CH:47]=1)([C:40]1[CH:45]=[CH:44][CH:43]=[CH:42][CH:41]=1)[CH2:37][CH:38]=[CH2:39])[C:28]1[CH:33]=[CH:32][CH:31]=[CH:30][CH:29]=1. No catalyst specified. The product is [CH:28]1([CH2:27][NH:34][CH2:35][C:36]([C:46]2[CH:47]=[CH:48][CH:49]=[CH:50][CH:51]=2)([C:40]2[CH:45]=[CH:44][CH:43]=[CH:42][CH:41]=2)[CH2:37][CH:38]=[CH2:39])[CH2:33][CH2:32][CH2:31][CH2:30][CH2:29]1. The yield is 0.970.